Dataset: KCNQ2 potassium channel screen with 302,405 compounds. Task: Binary Classification. Given a drug SMILES string, predict its activity (active/inactive) in a high-throughput screening assay against a specified biological target. (1) The drug is n1(nnc2c1cccc2)\C=C\c1[nH]ccc1. The result is 0 (inactive). (2) The drug is S=C(NCc1cc(OC)c(OC)cc1)NCC. The result is 0 (inactive). (3) The drug is s1c(C(=O)N2CC(CCC2)(Cc2ccccc2)CO)c(cc1)C. The result is 0 (inactive). (4) The result is 1 (active). The compound is S=c1nc([nH]c2c1cccc2)COc1ccccc1. (5) The molecule is s1c(Nc2c(OC)ccc(OC)c2)nc(c2cc(O)c(O)cc2)c1. The result is 0 (inactive).